Predict the product of the given reaction. From a dataset of Forward reaction prediction with 1.9M reactions from USPTO patents (1976-2016). (1) Given the reactants Br[CH2:2][C:3]1[C:8]([Br:9])=[CH:7][CH:6]=[CH:5][C:4]=1[N:10]1[C:14](=[O:15])[N:13]([CH3:16])[N:12]=[N:11]1.[Br:17][C:18]1[CH:23]=[CH:22][C:21]([N:24]2[CH:28]=[CH:27][C:26]([OH:29])=[N:25]2)=[CH:20][CH:19]=1.C(=O)([O-])[O-].[K+].[K+].C(#N)C, predict the reaction product. The product is: [Br:17][C:18]1[CH:19]=[CH:20][C:21]([N:24]2[CH:28]=[CH:27][C:26]([O:29][CH2:2][C:3]3[C:8]([Br:9])=[CH:7][CH:6]=[CH:5][C:4]=3[N:10]3[C:14](=[O:15])[N:13]([CH3:16])[N:12]=[N:11]3)=[N:25]2)=[CH:22][CH:23]=1. (2) Given the reactants [F:1][C:2]([F:23])([F:22])[C:3]1[CH:4]=[C:5]([C:9]2[CH:18]=[CH:17][C:16]3[C:11](=[C:12]([C:19](O)=[O:20])[CH:13]=[CH:14][CH:15]=3)[N:10]=2)[CH:6]=[CH:7][CH:8]=1.[H-].[H-].[H-].[H-].[Li+].[Al+3], predict the reaction product. The product is: [F:22][C:2]([F:1])([F:23])[C:3]1[CH:4]=[C:5]([C:9]2[CH:18]=[CH:17][C:16]3[C:11](=[C:12]([CH2:19][OH:20])[CH:13]=[CH:14][CH:15]=3)[N:10]=2)[CH:6]=[CH:7][CH:8]=1. (3) Given the reactants O[C:2]1[C:3]2[N:11]=[CH:10][CH:9]=[C:8]([C:12]([NH2:14])=[O:13])[C:4]=2[N:5]=[CH:6][N:7]=1.Cl.[NH2:16][C@@H:17]([C:34]1[CH:39]=[CH:38][C:37]([F:40])=[C:36]([Cl:41])[CH:35]=1)[CH2:18][N:19]([CH2:32][CH3:33])S(C1C=CC([N+]([O-])=O)=CC=1)(=O)=O, predict the reaction product. The product is: [Cl:41][C:36]1[CH:35]=[C:34]([C@H:17]([NH:16][C:2]2[C:3]3[N:11]=[CH:10][CH:9]=[C:8]([C:12]([NH2:14])=[O:13])[C:4]=3[N:5]=[CH:6][N:7]=2)[CH2:18][NH:19][CH2:32][CH3:33])[CH:39]=[CH:38][C:37]=1[F:40].